Dataset: Full USPTO retrosynthesis dataset with 1.9M reactions from patents (1976-2016). Task: Predict the reactants needed to synthesize the given product. Given the product [Cl:1][C:2]1[CH:3]=[C:4]([S:21]([NH2:24])(=[O:23])=[O:22])[CH:5]=[CH:6][C:7]=1[O:8][CH2:9][C:10]1([F:20])[CH2:11][CH2:12][N:13]([CH:16]2[CH2:17][O:18][CH2:19]2)[CH2:14][CH2:15]1, predict the reactants needed to synthesize it. The reactants are: [Cl:1][C:2]1[CH:3]=[C:4]([S:21]([N:24](CC2C=CC(OC)=CC=2OC)CC2C=CC(OC)=CC=2OC)(=[O:23])=[O:22])[CH:5]=[CH:6][C:7]=1[O:8][CH2:9][C:10]1([F:20])[CH2:15][CH2:14][N:13]([CH:16]2[CH2:19][O:18][CH2:17]2)[CH2:12][CH2:11]1.FC(F)(F)C(O)=O.